Dataset: Merck oncology drug combination screen with 23,052 pairs across 39 cell lines. Task: Regression. Given two drug SMILES strings and cell line genomic features, predict the synergy score measuring deviation from expected non-interaction effect. (1) Drug 1: N.N.O=C(O)C1(C(=O)O)CCC1.[Pt]. Drug 2: Cc1nc(Nc2ncc(C(=O)Nc3c(C)cccc3Cl)s2)cc(N2CCN(CCO)CC2)n1. Cell line: A375. Synergy scores: synergy=12.8. (2) Drug 1: Nc1ccn(C2OC(CO)C(O)C2(F)F)c(=O)n1. Drug 2: Cn1c(=O)n(-c2ccc(C(C)(C)C#N)cc2)c2c3cc(-c4cnc5ccccc5c4)ccc3ncc21. Cell line: ZR751. Synergy scores: synergy=15.5. (3) Drug 1: N#Cc1ccc(Cn2cncc2CN2CCN(c3cccc(Cl)c3)C(=O)C2)cc1. Drug 2: COc1cc(C2c3cc4c(cc3C(OC3OC5COC(C)OC5C(O)C3O)C3COC(=O)C23)OCO4)cc(OC)c1O. Cell line: OV90. Synergy scores: synergy=6.71. (4) Synergy scores: synergy=49.5. Cell line: NCIH2122. Drug 2: COC1CC2CCC(C)C(O)(O2)C(=O)C(=O)N2CCCCC2C(=O)OC(C(C)CC2CCC(OP(C)(C)=O)C(OC)C2)CC(=O)C(C)C=C(C)C(O)C(OC)C(=O)C(C)CC(C)C=CC=CC=C1C. Drug 1: NC1(c2ccc(-c3nc4ccn5c(=O)[nH]nc5c4cc3-c3ccccc3)cc2)CCC1.